From a dataset of Reaction yield outcomes from USPTO patents with 853,638 reactions. Predict the reaction yield, written as a fraction of the theoretical maximum amount of product (1.0 means a 100% yield; for example, 0.34 means a 34% yield). (1) The reactants are [NH2:1][C:2]1[C:11]2[C:6](=[CH:7][CH:8]=[C:9]([C:12]([OH:14])=O)[CH:10]=2)[N:5]=[C:4]([CH3:15])[CH:3]=1.C(OC([NH:23][C:24]1[CH:30]=[CH:29][C:27]([NH2:28])=[CH:26][CH:25]=1)=O)(C)(C)C.C(N(CC)CC)C.CN([P+](ON1N=NC2C=CC=CC1=2)(N(C)C)N(C)C)C.F[P-](F)(F)(F)(F)F. The catalyst is CN(C=O)C. The product is [NH2:1][C:2]1[C:11]2[C:6](=[CH:7][CH:8]=[C:9]([C:12]([NH:23][C:24]3[CH:30]=[CH:29][C:27]([NH2:28])=[CH:26][CH:25]=3)=[O:14])[CH:10]=2)[N:5]=[C:4]([CH3:15])[CH:3]=1. The yield is 0.170. (2) The reactants are [CH2:1]([C:5]1[N:6]=[C:7]([CH3:27])[NH:8][C:9](=[O:26])[C:10]=1[CH2:11][C:12]1[CH:17]=[CH:16][C:15]([C:18]2[C:19]([C:24]#[N:25])=[CH:20][CH:21]=[CH:22][CH:23]=2)=[CH:14][CH:13]=1)[CH2:2][CH2:3][CH3:4].[H-].[Na+].Br[CH2:31][C:32](=[O:37])[C:33]([CH3:36])([CH3:35])[CH3:34].[BH4-].[Na+]. The catalyst is C(OCC)(=O)C.CO.CN(C)C=O. The product is [CH2:1]([C:5]1[N:6]=[C:7]([CH3:27])[N:8]([CH2:31][CH:32]([OH:37])[C:33]([CH3:36])([CH3:35])[CH3:34])[C:9](=[O:26])[C:10]=1[CH2:11][C:12]1[CH:17]=[CH:16][C:15]([C:18]2[C:19]([C:24]#[N:25])=[CH:20][CH:21]=[CH:22][CH:23]=2)=[CH:14][CH:13]=1)[CH2:2][CH2:3][CH3:4]. The yield is 0.160.